This data is from Forward reaction prediction with 1.9M reactions from USPTO patents (1976-2016). The task is: Predict the product of the given reaction. (1) The product is: [Br:15][C:16]1[CH:17]=[CH:18][C:19]([F:24])=[C:20]([CH2:22][N:26]2[C:27](=[O:34])[C:28]3[C:33](=[CH:32][CH:31]=[CH:30][CH:29]=3)[C:25]2=[O:35])[CH:21]=1. Given the reactants CC(OC(/N=N/C(OC(C)C)=O)=O)C.[Br:15][C:16]1[CH:17]=[CH:18][C:19]([F:24])=[C:20]([CH2:22]O)[CH:21]=1.[C:25]1(=[O:35])[C:33]2[C:28](=[CH:29][CH:30]=[CH:31][CH:32]=2)[C:27](=[O:34])[NH:26]1.C1C=CC(P(C2C=CC=CC=2)C2C=CC=CC=2)=CC=1, predict the reaction product. (2) Given the reactants [F:1][C:2]([F:9])([F:8])/[CH:3]=[CH:4]/[C:5](O)=[O:6].C(Cl)(=O)C(Cl)=O.[CH3:16][O:17][C:18]1[N:23]=[C:22]([CH3:24])[C:21]([NH:25][CH2:26][CH2:27][NH2:28])=[CH:20][CH:19]=1.C(N(C(C)C)CC)(C)C, predict the reaction product. The product is: [F:1][C:2]([F:9])([F:8])/[CH:3]=[CH:4]/[C:5]([NH:28][CH2:27][CH2:26][NH:25][C:21]1[C:22]([CH3:24])=[N:23][C:18]([O:17][CH3:16])=[CH:19][CH:20]=1)=[O:6]. (3) Given the reactants [S:1]1[CH:5]=[CH:4][CH:3]=[C:2]1[C:6](Cl)=[O:7].[CH2:9]([O:11][C:12]([C:14]1[C:15](=[O:37])[N:16]([CH2:30][C:31]2[CH:36]=[CH:35][CH:34]=[CH:33][CH:32]=2)[C:17]2[C:22]([C:23]=1[N:24]1[CH2:29][CH2:28][NH:27][CH2:26][CH2:25]1)=[CH:21][CH:20]=[CH:19][N:18]=2)=[O:13])[CH3:10], predict the reaction product. The product is: [CH2:9]([O:11][C:12]([C:14]1[C:15](=[O:37])[N:16]([CH2:30][C:31]2[CH:32]=[CH:33][CH:34]=[CH:35][CH:36]=2)[C:17]2[C:22]([C:23]=1[N:24]1[CH2:25][CH2:26][N:27]([C:6]([C:2]3[S:1][CH:5]=[CH:4][CH:3]=3)=[O:7])[CH2:28][CH2:29]1)=[CH:21][CH:20]=[CH:19][N:18]=2)=[O:13])[CH3:10]. (4) Given the reactants [CH2:1]([O:8][C@@H:9]1[C@@H:14]([O:15][CH2:16][C:17]2[CH:22]=[CH:21][CH:20]=[CH:19][CH:18]=2)[C@H:13]([O:23][CH2:24][C:25]2[CH:30]=[CH:29][CH:28]=[CH:27][CH:26]=2)[C@@H:12]([CH2:31][O:32][CH2:33][C:34]2[CH:39]=[CH:38][CH:37]=[CH:36][CH:35]=2)[O:11][C@H:10]1[C:40]1[CH:45]=[C:44]([CH2:46][C:47]2[CH:52]=[CH:51][C:50]([CH2:53][CH2:54]O)=[CH:49][CH:48]=2)[C:43]([Cl:56])=[CH:42][C:41]=1[O:57][CH2:58][C:59]1[CH:64]=[CH:63][CH:62]=[CH:61][CH:60]=1)[C:2]1[CH:7]=[CH:6][CH:5]=[CH:4][CH:3]=1.C1(P(C2C=CC=CC=2)C2C=CC=CC=2)C=CC=CC=1.C1(=O)[NH:88]C(=O)C2=CC=CC=C12.N(C(OC(C)C)=O)=NC(OC(C)C)=O.C1(C)C=CC=CC=1.O.NN.[OH-].[Na+], predict the reaction product. The product is: [NH2:88][CH2:54][CH2:53][C:50]1[CH:51]=[CH:52][C:47]([CH2:46][C:44]2[C:43]([Cl:56])=[CH:42][C:41]([O:57][CH2:58][C:59]3[CH:64]=[CH:63][CH:62]=[CH:61][CH:60]=3)=[C:40]([C@@H:10]3[O:11][C@H:12]([CH2:31][O:32][CH2:33][C:34]4[CH:39]=[CH:38][CH:37]=[CH:36][CH:35]=4)[C@@H:13]([O:23][CH2:24][C:25]4[CH:26]=[CH:27][CH:28]=[CH:29][CH:30]=4)[C@H:14]([O:15][CH2:16][C:17]4[CH:18]=[CH:19][CH:20]=[CH:21][CH:22]=4)[C@H:9]3[O:8][CH2:1][C:2]3[CH:3]=[CH:4][CH:5]=[CH:6][CH:7]=3)[CH:45]=2)=[CH:48][CH:49]=1. (5) Given the reactants [F:1][C:2]([F:15])([F:14])[C:3]1[CH:4]=[C:5]([CH:7]=[C:8]([C:10]([F:13])([F:12])[F:11])[CH:9]=1)[NH2:6].C(N(CC)CC)C.CN(C1C=CC=CN=1)C.[CH3:32][C:33]([O:36][C:37](O[C:37]([O:36][C:33]([CH3:35])([CH3:34])[CH3:32])=[O:38])=[O:38])([CH3:35])[CH3:34], predict the reaction product. The product is: [F:1][C:2]([F:14])([F:15])[C:3]1[CH:4]=[C:5]([NH:6][C:37](=[O:38])[O:36][C:33]([CH3:35])([CH3:34])[CH3:32])[CH:7]=[C:8]([C:10]([F:11])([F:12])[F:13])[CH:9]=1. (6) Given the reactants C([O:3][C:4]([C:6]1[CH:11]=[CH:10][C:9]([C:12]2[CH:17]=[CH:16][CH:15]=[C:14]([CH2:18][O:19][C:20]3[CH:21]=[N:22][CH:23]=[CH:24][CH:25]=3)[CH:13]=2)=[CH:8][CH:7]=1)=[O:5])C.[OH-].[Na+].Cl, predict the reaction product. The product is: [N:22]1[CH:23]=[CH:24][CH:25]=[C:20]([O:19][CH2:18][C:14]2[CH:13]=[C:12]([C:9]3[CH:8]=[CH:7][C:6]([C:4]([OH:5])=[O:3])=[CH:11][CH:10]=3)[CH:17]=[CH:16][CH:15]=2)[CH:21]=1. (7) The product is: [CH3:1][CH:2]1[N:7]([C:11](=[O:17])[CH2:12][CH2:13][C:14]([OH:16])=[O:15])[CH2:6][CH2:5][N:4]2[CH:8]=[CH:9][CH:10]=[C:3]12. Given the reactants [CH3:1][CH:2]1[NH:7][CH2:6][CH2:5][N:4]2[CH:8]=[CH:9][CH:10]=[C:3]12.[C:11]1(=[O:17])[O:16][C:14](=[O:15])[CH2:13][CH2:12]1, predict the reaction product. (8) Given the reactants [NH:1]1[CH2:5][CH2:4][CH2:3][CH2:2]1.[OH:6][C:7]1[CH:14]=[C:13]([F:15])[C:10]([CH:11]=O)=[C:9]([F:16])[CH:8]=1.C(O[BH-](OC(=O)C)OC(=O)C)(=O)C.[Na+].Cl, predict the reaction product. The product is: [F:15][C:13]1[CH:14]=[C:7]([OH:6])[CH:8]=[C:9]([F:16])[C:10]=1[CH2:11][N:1]1[CH2:5][CH2:4][CH2:3][CH2:2]1. (9) Given the reactants ClC(Cl)(Cl)CO[C:5](=[O:17])[NH:6][C:7]1[N:8]([CH3:16])[N:9]=[C:10]([C:12]([CH3:15])([CH3:14])[CH3:13])[CH:11]=1.[CH:20]([Si:23]([CH:56]([CH3:58])[CH3:57])([CH:53]([CH3:55])[CH3:54])[O:24][CH2:25][CH:26]1[CH2:31][CH2:30][N:29]([C:32]2[N:36]3[CH:37]=[C:38]([O:41][C@H:42]4[C:51]5[C:46](=[CH:47][CH:48]=[CH:49][CH:50]=5)[C@@H:45]([NH2:52])[CH2:44][CH2:43]4)[CH:39]=[CH:40][C:35]3=[N:34][N:33]=2)[CH2:28][CH2:27]1)([CH3:22])[CH3:21].CCN(C(C)C)C(C)C, predict the reaction product. The product is: [C:12]([C:10]1[CH:11]=[C:7]([NH:6][C:5]([NH:52][C@@H:45]2[C:46]3[C:51](=[CH:50][CH:49]=[CH:48][CH:47]=3)[C@H:42]([O:41][C:38]3[CH:39]=[CH:40][C:35]4[N:36]([C:32]([N:29]5[CH2:28][CH2:27][CH:26]([CH2:25][O:24][Si:23]([CH:20]([CH3:22])[CH3:21])([CH:56]([CH3:58])[CH3:57])[CH:53]([CH3:55])[CH3:54])[CH2:31][CH2:30]5)=[N:33][N:34]=4)[CH:37]=3)[CH2:43][CH2:44]2)=[O:17])[N:8]([CH3:16])[N:9]=1)([CH3:13])([CH3:14])[CH3:15].